This data is from Full USPTO retrosynthesis dataset with 1.9M reactions from patents (1976-2016). The task is: Predict the reactants needed to synthesize the given product. (1) Given the product [NH:19]([C:11]1[N:12]=[C:13]2[C:14]([NH:15][CH:16]=[N:17]2)=[C:9]([O:8][CH2:7][CH:4]2[CH2:5][CH2:6][CH2:1][CH2:2][CH2:3]2)[N:10]=1)[C:20]1[CH:25]=[CH:24][CH:23]=[CH:22][CH:21]=1, predict the reactants needed to synthesize it. The reactants are: [CH2:1]1[CH2:6][CH2:5][CH:4]([CH2:7][O:8][C:9]2[C:14]3[NH:15][CH:16]=[N:17][C:13]=3[N:12]=[C:11](F)[N:10]=2)[CH2:3][CH2:2]1.[NH2:19][C:20]1[CH:25]=[CH:24][CH:23]=[CH:22][CH:21]=1. (2) Given the product [F:1][C:2]1[N:3]=[CH:4][C:5]2[C:10]([CH:11]=1)=[CH:9][C:8]([C:12]1[S:17][C:16]([NH2:18])=[N:15][N:14]=1)=[CH:7][CH:6]=2, predict the reactants needed to synthesize it. The reactants are: [F:1][C:2]1[N:3]=[CH:4][C:5]2[C:10]([CH:11]=1)=[CH:9][C:8]([C:12]([NH:14][NH:15][C:16]([NH2:18])=[S:17])=O)=[CH:7][CH:6]=2.[OH-].[NH4+]. (3) Given the product [NH2:23][C@@:22]([C:17]1[CH:16]=[CH:15][C:14]2[C:19](=[CH:20][CH:21]=[C:12]([O:11][CH:8]3[CH2:7][CH2:6][CH:5]([CH:1]([CH2:3][CH3:4])[CH3:2])[CH2:10][CH2:9]3)[CH:13]=2)[CH:18]=1)([CH3:28])[CH2:26][OH:25], predict the reactants needed to synthesize it. The reactants are: [CH:1]([CH:5]1[CH2:10][CH2:9][CH:8]([O:11][C:12]2[CH:13]=[C:14]3[C:19](=[CH:20][CH:21]=2)[CH:18]=[C:17]([C@:22]2([CH3:28])[CH2:26][O:25]C(=O)[NH:23]2)[CH:16]=[CH:15]3)[CH2:7][CH2:6]1)([CH2:3][CH3:4])[CH3:2].C(O)C.O.[OH-].[Li+].O. (4) The reactants are: [Cl:1][C:2]1[CH:10]=[CH:9][CH:8]=[C:7]2[C:3]=1[C:4]([C:11]([NH:13][CH2:14][C:15]1([OH:23])[CH2:20][CH2:19][CH2:18][C:17]([F:22])([F:21])[CH2:16]1)=[O:12])=[CH:5][NH:6]2.C(OC([N:31]1[CH2:34][CH2:33][CH:32]1[CH2:35]O)=O)(C)(C)C.C(P(=CC#N)(CCCC)CCCC)CCC. Given the product [NH:31]1[CH2:34][CH2:33][CH:32]1[CH2:35][N:6]1[C:7]2[C:3](=[C:2]([Cl:1])[CH:10]=[CH:9][CH:8]=2)[C:4]([C:11]([NH:13][CH2:14][C:15]2([OH:23])[CH2:20][CH2:19][CH2:18][C:17]([F:22])([F:21])[CH2:16]2)=[O:12])=[CH:5]1, predict the reactants needed to synthesize it. (5) The reactants are: [NH2:1][C:2]1[S:3][C:4]([CH2:14][CH2:15][C:16]([NH:18][C:19]2[CH:24]=[CH:23][C:22]([CH2:25][P:26]([O:31][CH2:32][CH3:33])([O:28][CH2:29][CH3:30])=[O:27])=[CH:21][CH:20]=2)=[O:17])=[C:5]([C:7]2[CH:12]=[CH:11][C:10]([Cl:13])=[CH:9][CH:8]=2)[N:6]=1.[CH3:34][N:35]([CH:37](OC)OC)[CH3:36].CN(C)C=O. Given the product [Cl:13][C:10]1[CH:9]=[CH:8][C:7]([C:5]2[N:6]=[C:2](/[N:1]=[CH:34]/[N:35]([CH3:37])[CH3:36])[S:3][C:4]=2[CH2:14][CH2:15][C:16]([NH:18][C:19]2[CH:24]=[CH:23][C:22]([CH2:25][P:26]([O:28][CH2:29][CH3:30])([O:31][CH2:32][CH3:33])=[O:27])=[CH:21][CH:20]=2)=[O:17])=[CH:12][CH:11]=1, predict the reactants needed to synthesize it. (6) The reactants are: C([C:3]([N:9]=[N:10][C:11]1[CH:16]=[CH:15][CH:14]=[CH:13][CH:12]=1)([CH2:6][C:7]#[N:8])[C:4]#[N:5])C.C(=O)([O-])[O-].[K+].[K+]. Given the product [NH2:8][C:7]1[N:10]([C:11]2[CH:16]=[CH:15][CH:14]=[CH:13][CH:12]=2)[N:9]=[C:3]([C:4]#[N:5])[CH:6]=1, predict the reactants needed to synthesize it. (7) Given the product [Br:12][C:8]1[CH:7]=[CH:6][C:5]([O:9][CH3:10])=[C:4]([CH3:11])[C:3]=1[O:2][CH3:1], predict the reactants needed to synthesize it. The reactants are: [CH3:1][O:2][C:3]1[CH:8]=[CH:7][CH:6]=[C:5]([O:9][CH3:10])[C:4]=1[CH3:11].[Br:12]N1C(=O)CCC1=O.